Task: Predict the product of the given reaction.. Dataset: Forward reaction prediction with 1.9M reactions from USPTO patents (1976-2016) (1) Given the reactants [Cl:1][C:2]1[CH:3]=[C:4]([CH:9]2[CH:13]([C:14]3[CH:19]=[CH:18][N:17]=[CH:16][CH:15]=3)[N:12]([CH:20]([CH3:22])[CH3:21])[NH:11][C:10]2=[O:23])[CH:5]=[CH:6][C:7]=1[Cl:8].[Li+].[CH3:25][Si]([N-][Si](C)(C)C)(C)C.IC, predict the reaction product. The product is: [Cl:1][C:2]1[CH:3]=[C:4]([CH:9]2[CH:13]([C:14]3[CH:19]=[CH:18][N:17]=[CH:16][CH:15]=3)[N:12]([CH:20]([CH3:21])[CH3:22])[N:11]([CH3:25])[C:10]2=[O:23])[CH:5]=[CH:6][C:7]=1[Cl:8]. (2) Given the reactants [Cl:1][C:2]1[CH:3]=[CH:4][C:5]([C:9]2[S:10][C:11]3[CH:17]=[CH:16][C:15]([C:18]([N:20]4[CH2:24][CH2:23][CH2:22][CH2:21]4)=O)=[CH:14][C:12]=3[N:13]=2)=[C:6]([OH:8])[CH:7]=1.[H-].[Al+3].[Li+].[H-].[H-].[H-], predict the reaction product. The product is: [Cl:1][C:2]1[CH:3]=[CH:4][C:5]([C:9]2[S:10][C:11]3[CH:17]=[CH:16][C:15]([CH2:18][N:20]4[CH2:24][CH2:23][CH2:22][CH2:21]4)=[CH:14][C:12]=3[N:13]=2)=[C:6]([OH:8])[CH:7]=1. (3) Given the reactants C(=O)([O-])O.[Na+].Cl.[NH2:7][OH:8].[C:9]([CH2:11][C@H:12]1[C@H:18]([C:19]2[CH:24]=[CH:23][C:22]([Cl:25])=[C:21]([Cl:26])[CH:20]=2)[O:17][CH2:16][CH2:15][N:14]([C:27]([O:29][C:30]([CH3:33])([CH3:32])[CH3:31])=[O:28])[CH2:13]1)#[N:10].O, predict the reaction product. The product is: [NH2:10][C:9](=[N:7][OH:8])[CH2:11][C@H:12]1[C@H:18]([C:19]2[CH:24]=[CH:23][C:22]([Cl:25])=[C:21]([Cl:26])[CH:20]=2)[O:17][CH2:16][CH2:15][N:14]([C:27]([O:29][C:30]([CH3:33])([CH3:32])[CH3:31])=[O:28])[CH2:13]1. (4) Given the reactants [Br:1][C:2]1[CH:3]=[N:4][C:5]([C:8]2[CH2:9][CH2:10][O:11][CH2:12][CH:13]=2)=[N:6][CH:7]=1.ClC1C=C(C(OO)=[O:22])C=CC=1, predict the reaction product. The product is: [Br:1][C:2]1[CH:3]=[N:4][C:5]([C:8]23[O:22][CH:9]2[CH2:10][O:11][CH2:12][CH2:13]3)=[N:6][CH:7]=1. (5) Given the reactants [OH:1][C:2]1[CH:7]=[CH:6][N:5]=[CH:4][CH:3]=1.[CH3:8][N:9]([C:13]1[CH:18]=[CH:17][CH:16]=[CH:15][CH:14]=1)[C:10](Cl)=[O:11], predict the reaction product. The product is: [N:5]1[CH:6]=[CH:7][C:2]([O:1][C:10](=[O:11])[N:9]([CH3:8])[C:13]2[CH:18]=[CH:17][CH:16]=[CH:15][CH:14]=2)=[CH:3][CH:4]=1. (6) Given the reactants FC(F)(F)C(O)=O.C([SiH](CC)CC)C.[CH3:15][O:16][C:17]([C:19]1[CH:20]=[C:21]2[C:25](=[CH:26][CH:27]=1)[NH:24][C:23]([CH2:28][O:29][CH3:30])=[CH:22]2)=[O:18].[Cl:31][C:32]1[CH:39]=[C:38]([Cl:40])[CH:37]=[CH:36][C:33]=1[CH:34]=O.[OH-].[Na+], predict the reaction product. The product is: [Cl:31][C:32]1[CH:39]=[C:38]([Cl:40])[CH:37]=[CH:36][C:33]=1[CH2:34][C:22]1[C:21]2[C:25](=[CH:26][CH:27]=[C:19]([C:17]([O:16][CH3:15])=[O:18])[CH:20]=2)[NH:24][C:23]=1[CH2:28][O:29][CH3:30].